Dataset: Forward reaction prediction with 1.9M reactions from USPTO patents (1976-2016). Task: Predict the product of the given reaction. Given the reactants [CH3:1][C:2]1([CH3:25])[C:6]([C:7]2[CH:12]=[C:11]([C:13]([O:15][CH3:16])=[O:14])[CH:10]=[CH:9][C:8]=2[C:17]2[CH:22]=[CH:21][CH:20]=[C:19]([CH2:23][CH3:24])[CH:18]=2)=[CH:5][CH2:4][CH2:3]1, predict the reaction product. The product is: [CH3:1][C:2]1([CH3:25])[CH2:3][CH2:4][CH2:5][CH:6]1[C:7]1[CH:12]=[C:11]([C:13]([O:15][CH3:16])=[O:14])[CH:10]=[CH:9][C:8]=1[C:17]1[CH:22]=[CH:21][CH:20]=[C:19]([CH2:23][CH3:24])[CH:18]=1.